From a dataset of Catalyst prediction with 721,799 reactions and 888 catalyst types from USPTO. Predict which catalyst facilitates the given reaction. (1) Product: [F:22][C:21]([F:24])([F:23])[C:19]([O-:25])=[O:20].[S:1]=[C:2]([NH:13][CH2:14][C:15]([F:16])([F:17])[F:18])[C@H:3]([NH3+:5])[CH3:4]. Reactant: [S:1]=[C:2]([NH:13][CH2:14][C:15]([F:18])([F:17])[F:16])[C@H:3]([NH:5]C(=O)OC(C)(C)C)[CH3:4].[C:19]([OH:25])([C:21]([F:24])([F:23])[F:22])=[O:20]. The catalyst class is: 2. (2) Reactant: [Br:1][C:2]1[CH:3]=[C:4]([CH:8]([OH:21])[CH2:9][NH:10][CH2:11][C:12]([NH:14][C:15]2[CH:20]=[CH:19][CH:18]=[CH:17][CH:16]=2)=[O:13])[CH:5]=[CH:6][CH:7]=1.C(N(CC)C(C)C)(C)C.[C:31]1([S:37](Cl)(=[O:39])=[O:38])[CH:36]=[CH:35][CH:34]=[CH:33][CH:32]=1.OS([O-])(=O)=O.[K+]. Product: [C:31]1([S:37]([N:10]([CH2:9][CH:8]([C:4]2[CH:5]=[CH:6][CH:7]=[C:2]([Br:1])[CH:3]=2)[OH:21])[CH2:11][C:12]([NH:14][C:15]2[CH:16]=[CH:17][CH:18]=[CH:19][CH:20]=2)=[O:13])(=[O:39])=[O:38])[CH:36]=[CH:35][CH:34]=[CH:33][CH:32]=1. The catalyst class is: 2. (3) Reactant: [C:1]([C:3]1[N:8]=[N:7][C:6]([N:9]2[CH2:14][CH2:13][N:12]([C:15]3[CH:20]=[CH:19][C:18]([N:21]4[CH2:25][C@H:24]([CH2:26][OH:27])[O:23][C:22]4=[O:28])=[CH:17][C:16]=3[F:29])[CH2:11][CH2:10]2)=[CH:5][CH:4]=1)#[N:2].O[C:31]1[CH:35]=[CH:34][O:33][N:32]=1.C1(P(C2C=CC=CC=2)C2C=CC=CC=2)C=CC=CC=1.CC(OC(/N=N/C(OC(C)C)=O)=O)C. Product: [C:1]([C:3]1[N:8]=[N:7][C:6]([N:9]2[CH2:10][CH2:11][N:12]([C:15]3[CH:20]=[CH:19][C:18]([N:21]4[CH2:25][C@H:24]([CH2:26][O:27][C:31]5[CH:35]=[CH:34][O:33][N:32]=5)[O:23][C:22]4=[O:28])=[CH:17][C:16]=3[F:29])[CH2:13][CH2:14]2)=[CH:5][CH:4]=1)#[N:2]. The catalyst class is: 7. (4) Reactant: [CH2:1]([O:3][C:4]1[CH:9]=[C:8]([C:10](OC)=[O:11])[CH:7]=[CH:6][C:5]=1[C:14]1[CH:19]=[CH:18][C:17]([F:20])=[CH:16][CH:15]=1)[CH3:2].[H-].[Al+3].[Li+].[H-].[H-].[H-].O.[OH-].[Na+]. Product: [CH2:1]([O:3][C:4]1[CH:9]=[C:8]([CH2:10][OH:11])[CH:7]=[CH:6][C:5]=1[C:14]1[CH:15]=[CH:16][C:17]([F:20])=[CH:18][CH:19]=1)[CH3:2]. The catalyst class is: 1. (5) Reactant: C([O:3][C:4](=[O:25])[CH2:5][CH:6]1[O:10][B:9]([OH:11])[C:8]2[CH:12]=[C:13]([O:18][C:19]3[CH:24]=[N:23][CH:22]=[CH:21][N:20]=3)[CH:14]=[C:15]([CH2:16][CH3:17])[C:7]1=2)C.[Li+].[OH-].Cl. Product: [CH2:16]([C:15]1[C:7]2[CH:6]([CH2:5][C:4]([OH:25])=[O:3])[O:10][B:9]([OH:11])[C:8]=2[CH:12]=[C:13]([O:18][C:19]2[CH:24]=[N:23][CH:22]=[CH:21][N:20]=2)[CH:14]=1)[CH3:17]. The catalyst class is: 20.